Task: Predict the reactants needed to synthesize the given product.. Dataset: Full USPTO retrosynthesis dataset with 1.9M reactions from patents (1976-2016) (1) Given the product [CH:34]([OH:36])=[O:35].[Cl:1][C:2]1[CH:7]=[CH:6][CH:5]=[CH:4][C:3]=1[S:8]([C@H:11]1[CH2:15][N:14]([C:34]([CH:31]2[CH2:32][CH2:33][N:30]2[CH:27]2[CH2:28][CH2:29][O:24][CH2:25][CH2:26]2)=[O:35])[C@H:13]([C:16]([NH:18][C:19]2([C:22]#[N:23])[CH2:21][CH2:20]2)=[O:17])[CH2:12]1)(=[O:10])=[O:9], predict the reactants needed to synthesize it. The reactants are: [Cl:1][C:2]1[CH:7]=[CH:6][CH:5]=[CH:4][C:3]=1[S:8]([C@H:11]1[CH2:15][NH:14][C@H:13]([C:16]([NH:18][C:19]2([C:22]#[N:23])[CH2:21][CH2:20]2)=[O:17])[CH2:12]1)(=[O:10])=[O:9].[O:24]1[CH2:29][CH2:28][CH:27]([N:30]2[CH2:33][CH2:32][CH:31]2[C:34]([O-:36])=[O:35])[CH2:26][CH2:25]1.[Li+]. (2) Given the product [Cl:35][C:36]([Cl:40])([Cl:39])[CH2:37][O:38][C:14](=[O:13])[NH:30][C:24]1[S:20][N:21]=[CH:22][CH:23]=1, predict the reactants needed to synthesize it. The reactants are: C1C=CC(OP([O:13][C:14]2C=CC=CC=2)(N=[N+]=[N-])=O)=CC=1.[S:20]1[C:24](C(O)=O)=[CH:23][CH:22]=[N:21]1.C([N:30](CC)CC)C.[Cl:35][C:36]([Cl:40])([Cl:39])[CH2:37][OH:38].